This data is from Reaction yield outcomes from USPTO patents with 853,638 reactions. The task is: Predict the reaction yield, written as a fraction of the theoretical maximum amount of product (1.0 means a 100% yield; for example, 0.34 means a 34% yield). (1) The reactants are C1(P(C2C=CC=CC=2)C2C=CC=CC=2)C=CC=CC=1.CCOC(/N=N/C(OCC)=O)=O.[Cl:32][C:33]1[CH:34]=[C:35]([C:39]2[N:40]=[N:41][NH:42][N:43]=2)[CH:36]=[CH:37][CH:38]=1.[Si:44]([O:51][CH2:52][CH2:53][CH:54](O)[CH3:55])([C:47]([CH3:50])([CH3:49])[CH3:48])([CH3:46])[CH3:45]. The catalyst is C1COCC1. The product is [Si:44]([O:51][CH2:52][CH2:53][CH:54]([N:41]1[N:42]=[N:43][C:39]([C:35]2[CH:36]=[CH:37][CH:38]=[C:33]([Cl:32])[CH:34]=2)=[N:40]1)[CH3:55])([C:47]([CH3:48])([CH3:49])[CH3:50])([CH3:45])[CH3:46]. The yield is 0.980. (2) The reactants are [Cl:1][C:2]1[CH:7]=[CH:6][C:5]([CH2:8][C:9]#[N:10])=[CH:4][C:3]=1[OH:11].C([O-])([O-])=O.[K+].[K+].[CH:18]1[CH:23]=[CH:22][C:21]([CH2:24]Br)=[CH:20][CH:19]=1. The catalyst is CC#N. The product is [CH2:24]([O:11][C:3]1[CH:4]=[C:5]([CH2:8][C:9]#[N:10])[CH:6]=[CH:7][C:2]=1[Cl:1])[C:21]1[CH:22]=[CH:23][CH:18]=[CH:19][CH:20]=1. The yield is 0.600. (3) The reactants are Cl[C:2]1[CH:7]=CC=C(F)[C:3]=1[C:9]1[C:13](C#N)=[C:12](/C(/C(=O)C(F)(F)F)=C/N(C)C)[O:11][N:10]=1.ClC1C=C([NH:34][NH2:35])C=CC=1.CCN(C(C)C)C(C)C. The catalyst is C(O)C. The product is [NH:34]1[CH:7]=[CH:2][C:3]([C:9]2[CH:13]=[CH:12][O:11][N:10]=2)=[N:35]1. The yield is 0.0300.